From a dataset of NCI-60 drug combinations with 297,098 pairs across 59 cell lines. Regression. Given two drug SMILES strings and cell line genomic features, predict the synergy score measuring deviation from expected non-interaction effect. (1) Cell line: SNB-19. Synergy scores: CSS=10.1, Synergy_ZIP=6.85, Synergy_Bliss=7.77, Synergy_Loewe=7.28, Synergy_HSA=3.85. Drug 1: C1=NC2=C(N1)C(=S)N=CN2. Drug 2: C(CN)CNCCSP(=O)(O)O. (2) Drug 1: CC=C1C(=O)NC(C(=O)OC2CC(=O)NC(C(=O)NC(CSSCCC=C2)C(=O)N1)C(C)C)C(C)C. Cell line: UACC-257. Drug 2: CC1C(C(CC(O1)OC2CC(CC3=C2C(=C4C(=C3O)C(=O)C5=CC=CC=C5C4=O)O)(C(=O)C)O)N)O. Synergy scores: CSS=72.5, Synergy_ZIP=4.01, Synergy_Bliss=3.55, Synergy_Loewe=5.38, Synergy_HSA=8.28. (3) Drug 1: CN1CCC(CC1)COC2=C(C=C3C(=C2)N=CN=C3NC4=C(C=C(C=C4)Br)F)OC. Drug 2: CC1=CC=C(C=C1)C2=CC(=NN2C3=CC=C(C=C3)S(=O)(=O)N)C(F)(F)F. Cell line: SR. Synergy scores: CSS=-1.73, Synergy_ZIP=-1.11, Synergy_Bliss=-2.74, Synergy_Loewe=-2.61, Synergy_HSA=-2.67. (4) Drug 1: CCCS(=O)(=O)NC1=C(C(=C(C=C1)F)C(=O)C2=CNC3=C2C=C(C=N3)C4=CC=C(C=C4)Cl)F. Drug 2: C1=CC(=C2C(=C1NCCNCCO)C(=O)C3=C(C=CC(=C3C2=O)O)O)NCCNCCO. Cell line: LOX IMVI. Synergy scores: CSS=60.5, Synergy_ZIP=4.48, Synergy_Bliss=3.99, Synergy_Loewe=10.7, Synergy_HSA=13.0. (5) Drug 1: CNC(=O)C1=CC=CC=C1SC2=CC3=C(C=C2)C(=NN3)C=CC4=CC=CC=N4. Drug 2: C1=CC(=CC=C1CC(C(=O)O)N)N(CCCl)CCCl.Cl. Cell line: RPMI-8226. Synergy scores: CSS=26.3, Synergy_ZIP=-3.69, Synergy_Bliss=4.40, Synergy_Loewe=-1.99, Synergy_HSA=-1.80.